From a dataset of Full USPTO retrosynthesis dataset with 1.9M reactions from patents (1976-2016). Predict the reactants needed to synthesize the given product. (1) Given the product [Cl:24][C:19]1[CH:18]=[C:17]([CH:22]=[CH:21][C:20]=1[Cl:23])[CH2:16][CH:13]1[C:14]2[C:9](=[CH:8][CH:7]=[C:6]([O:5][CH2:4][CH2:3][NH:2][S:37]([C:35]3[N:34]=[CH:33][N:32]([CH3:31])[CH:36]=3)(=[O:39])=[O:38])[CH:15]=2)[CH2:10][CH2:11][CH:12]1[NH:25][C:26](=[O:30])[O:27][CH2:28][CH3:29], predict the reactants needed to synthesize it. The reactants are: Cl.[NH2:2][CH2:3][CH2:4][O:5][C:6]1[CH:15]=[C:14]2[C:9]([CH2:10][CH2:11][CH:12]([NH:25][C:26](=[O:30])[O:27][CH2:28][CH3:29])[CH:13]2[CH2:16][C:17]2[CH:22]=[CH:21][C:20]([Cl:23])=[C:19]([Cl:24])[CH:18]=2)=[CH:8][CH:7]=1.[CH3:31][N:32]1[CH:36]=[C:35]([S:37](Cl)(=[O:39])=[O:38])[N:34]=[CH:33]1.O. (2) The reactants are: [CH2:1]([CH:3]([CH2:6][CH2:7][CH2:8][CH3:9])[CH2:4][OH:5])[CH3:2].[C:10](O)(=[O:13])[CH:11]=[CH2:12].S(=O)(=O)(O)O.C1C2NC3C(=CC=CC=3)SC=2C=CC=1. Given the product [C:10]([O:5][CH2:4][CH:3]([CH2:1][CH3:2])[CH2:6][CH2:7][CH2:8][CH3:9])(=[O:13])[CH:11]=[CH2:12], predict the reactants needed to synthesize it. (3) The reactants are: [CH3:1][C:2]1[N:3]([CH2:29][C:30]([O:32][CH2:33][CH3:34])=[O:31])[C:4]2[CH2:5][C:6]([CH3:28])([CH3:27])[CH2:7][C:8](=[O:26])[C:9]=2[C:10]=1[CH2:11][C:12]1[CH:17]=[CH:16][CH:15]=[CH:14][C:13]=1[S:18]([N:21]1[CH2:25][CH2:24][CH2:23][CH2:22]1)(=[O:20])=[O:19].[O:35]1[CH2:40][CH2:39][N:38](CCO)[CH2:37][CH2:36]1. Given the product [CH3:1][C:2]1[N:3]([CH2:29][C:30]([O:32][CH2:33][CH2:34][N:38]2[CH2:39][CH2:40][O:35][CH2:36][CH2:37]2)=[O:31])[C:4]2[CH2:5][C:6]([CH3:28])([CH3:27])[CH2:7][C:8](=[O:26])[C:9]=2[C:10]=1[CH2:11][C:12]1[CH:17]=[CH:16][CH:15]=[CH:14][C:13]=1[S:18]([N:21]1[CH2:25][CH2:24][CH2:23][CH2:22]1)(=[O:20])=[O:19], predict the reactants needed to synthesize it.